This data is from Catalyst prediction with 721,799 reactions and 888 catalyst types from USPTO. The task is: Predict which catalyst facilitates the given reaction. (1) Reactant: [Cl:1][C:2]1[C:10]2[N:9]=[N:8][N:7]([CH2:11][CH:12]3[CH2:14][CH2:13]3)[C:6]=2[CH:5]=[CH:4][C:3]=1[O:15]C.B(Br)(Br)Br. Product: [Cl:1][C:2]1[C:10]2[N:9]=[N:8][N:7]([CH2:11][CH:12]3[CH2:14][CH2:13]3)[C:6]=2[CH:5]=[CH:4][C:3]=1[OH:15]. The catalyst class is: 4. (2) Reactant: Br[C:2]1[C:18](=[O:19])[N:17]([CH:20]2[CH2:24][CH2:23][CH2:22][CH2:21]2)[C:5]2[N:6]=[C:7]([NH:11][CH2:12][C:13]([OH:16])([CH3:15])[CH3:14])[N:8]=[C:9]([CH3:10])[C:4]=2[CH:3]=1.[CH3:25][O:26][C:27]1[N:32]=[CH:31][C:30](B(O)O)=[CH:29][CH:28]=1.C(=O)([O-])[O-].[K+].[K+]. Product: [CH:20]1([N:17]2[C:5]3[N:6]=[C:7]([NH:11][CH2:12][C:13]([OH:16])([CH3:15])[CH3:14])[N:8]=[C:9]([CH3:10])[C:4]=3[CH:3]=[C:2]([C:30]3[CH:31]=[N:32][C:27]([O:26][CH3:25])=[CH:28][CH:29]=3)[C:18]2=[O:19])[CH2:24][CH2:23][CH2:22][CH2:21]1. The catalyst class is: 233. (3) Product: [Cl:1][C:2]1[CH:3]=[C:4]([CH:7]=[C:8]([O:10][C:11]2[C:16](=[O:17])[N:15]([CH2:18][C:19]3[C:20](=[O:29])[NH:21][N:22]=[C:23]([C:25]([F:27])([F:28])[CH3:26])[CH:24]=3)[CH:14]=[N:13][C:12]=2[C:31]([F:33])([F:34])[F:32])[CH:9]=1)[C:5]#[N:6]. Reactant: [Cl:1][C:2]1[CH:3]=[C:4]([CH:7]=[C:8]([O:10][C:11]2[C:16](=[O:17])[N:15]([CH2:18][C:19]3[CH:24]=[C:23]([C:25]([F:28])([F:27])[CH3:26])[N:22]=[N:21][C:20]=3[O:29]C)[CH:14]=[N:13][C:12]=2[C:31]([F:34])([F:33])[F:32])[CH:9]=1)[C:5]#[N:6].C[Si](Cl)(C)C. The catalyst class is: 10. (4) Reactant: [Cl:1][C:2]1[CH:3]=[C:4]([CH:9]=[CH:10][C:11]=1[CH3:12])[C:5]([O:7][CH3:8])=[O:6].C1C(=O)N([Br:20])C(=O)C1.CC(N=NC(C#N)(C)C)(C#N)C. Product: [Br:20][CH2:12][C:11]1[CH:10]=[CH:9][C:4]([C:5]([O:7][CH3:8])=[O:6])=[CH:3][C:2]=1[Cl:1]. The catalyst class is: 53. (5) Product: [CH:20]([N:18]1[C:17](=[O:23])[CH:16]=[CH:15][C:14]([C:4]2[CH:3]=[C:2]([O:1][CH2:25][CH2:26][CH2:27][N:28]3[C:32](=[O:33])[C:31]4[C:30](=[CH:37][CH:36]=[CH:35][CH:34]=4)[C:29]3=[O:38])[CH:7]=[N:6][C:5]=2[C:8]2[CH:9]=[CH:10][CH:11]=[CH:12][CH:13]=2)=[N:19]1)([CH3:21])[CH3:22]. Reactant: [OH:1][C:2]1[CH:3]=[C:4]([C:14]2[CH:15]=[CH:16][C:17](=[O:23])[N:18]([CH:20]([CH3:22])[CH3:21])[N:19]=2)[C:5]([C:8]2[CH:13]=[CH:12][CH:11]=[CH:10][CH:9]=2)=[N:6][CH:7]=1.Br[CH2:25][CH2:26][CH2:27][N:28]1[C:32](=[O:33])[C:31]2=[CH:34][CH:35]=[CH:36][CH:37]=[C:30]2[C:29]1=[O:38].[H-].[Na+].O. The catalyst class is: 3. (6) Reactant: [NH2:1][C:2]1[C:9]([CH3:10])=[CH:8][C:5]([C:6]#[N:7])=[C:4]([F:11])[CH:3]=1.[N:12]([O-])=O.[Na+].[OH-].[Na+]. Product: [F:11][C:4]1[CH:3]=[C:2]2[C:9]([CH:10]=[N:12][NH:1]2)=[CH:8][C:5]=1[C:6]#[N:7]. The catalyst class is: 52. (7) Reactant: [O:1]=[C:2]1[CH2:7][CH2:6][N:5]([C:8]2[CH:13]=[CH:12][C:11]([N:14]3[CH2:18][C@H:17]([CH2:19][NH:20][C:21](=[O:23])[CH3:22])[O:16][C:15]3=[O:24])=[CH:10][C:9]=2[F:25])[CH2:4][CH2:3]1.[C-:26]#[N:27].[K+]. Product: [C:26]([C:2]1([OH:1])[CH2:3][CH2:4][N:5]([C:8]2[CH:13]=[CH:12][C:11]([N:14]3[CH2:18][C@H:17]([CH2:19][NH:20][C:21](=[O:23])[CH3:22])[O:16][C:15]3=[O:24])=[CH:10][C:9]=2[F:25])[CH2:6][CH2:7]1)#[N:27]. The catalyst class is: 9.